This data is from Blood-brain barrier penetration binary classification data from Martins et al.. The task is: Regression/Classification. Given a drug SMILES string, predict its absorption, distribution, metabolism, or excretion properties. Task type varies by dataset: regression for continuous measurements (e.g., permeability, clearance, half-life) or binary classification for categorical outcomes (e.g., BBB penetration, CYP inhibition). Dataset: bbb_martins. (1) The drug is COc1ccc2c(c1)N(CC(C)CN1CCC(O)CC1)c1ccccc1S2. The result is 1 (penetrates BBB). (2) The molecule is C#CCC1(OC(N)=O)CCCCC1. The result is 1 (penetrates BBB). (3) The molecule is O=C1CC2(CCCC2)CC(=O)N1CCNCC1COc2ccccc2O1. The result is 1 (penetrates BBB). (4) The compound is CCN(CC)C(=O)C1CN2CCc3cc(OC)c(OC)cc3C2CC1OC(C)=O. The result is 1 (penetrates BBB). (5) The compound is NNCCc1ccccc1.[Cl]. The result is 1 (penetrates BBB).